This data is from Full USPTO retrosynthesis dataset with 1.9M reactions from patents (1976-2016). The task is: Predict the reactants needed to synthesize the given product. (1) Given the product [Br-:32].[OH:21][CH2:22][CH2:23][CH2:24][CH2:25][CH2:26][CH2:27][CH2:28][CH2:29][CH2:30][CH2:31][N:14]1[C:13]2[C:8](=[CH:9][CH:10]=[C:11]([N:17]([CH3:19])[CH3:18])[CH:12]=2)[CH2:7][C:6]2[CH:5]=[CH:4][C:3]([N:2]([CH3:20])[CH3:1])=[CH:16][C:15]1=2, predict the reactants needed to synthesize it. The reactants are: [CH3:1][N:2]([CH3:20])[C:3]1[CH:4]=[CH:5][C:6]2[C:15]([CH:16]=1)=[N:14][C:13]1[C:8](=[CH:9][CH:10]=[C:11]([N:17]([CH3:19])[CH3:18])[CH:12]=1)[CH:7]=2.[OH:21][CH2:22][CH2:23][CH2:24][CH2:25][CH2:26][CH2:27][CH2:28][CH2:29][CH2:30][CH2:31][Br:32]. (2) Given the product [Br:28][C:29]1[CH:30]=[C:31]([NH:32][C:2]2[N:7]=[CH:6][N:5]=[C:4]([NH:8][C:9]3[CH:10]=[C:11]([CH2:15][C:16]([NH2:18])=[O:17])[CH:12]=[CH:13][CH:14]=3)[N:3]=2)[CH:33]=[CH:34][CH:35]=1, predict the reactants needed to synthesize it. The reactants are: Cl[C:2]1[N:7]=[CH:6][N:5]=[C:4]([NH:8][C:9]2[CH:10]=[C:11]([CH2:15][C:16]([NH2:18])=[O:17])[CH:12]=[CH:13][CH:14]=2)[N:3]=1.CCN(C(C)C)C(C)C.[Br:28][C:29]1[CH:30]=[C:31]([CH:33]=[CH:34][CH:35]=1)[NH2:32]. (3) Given the product [CH2:1]([N:34]([CH2:33][CH2:1][CH2:2][CH2:3][CH2:4][CH2:9][CH3:10])[C:14]1[CH:19]=[CH:18][C:17]([S:20][C:21]2[CH:26]=[CH:25][C:24]([CH2:27][C:28]([O:30][CH2:31][CH3:32])=[O:29])=[CH:23][CH:22]=2)=[CH:16][CH:15]=1)[CH2:2][CH2:3][CH2:4][CH2:5][CH2:6][CH3:7], predict the reactants needed to synthesize it. The reactants are: [CH:1](=O)[CH2:2][CH2:3][CH2:4][CH2:5][CH2:6][CH3:7].[C:9](O)(=O)[CH3:10].N[C:14]1[CH:19]=[CH:18][C:17]([S:20][C:21]2[CH:26]=[CH:25][C:24]([CH2:27][C:28]([O:30][CH2:31][CH3:32])=[O:29])=[CH:23][CH:22]=2)=[CH:16][CH:15]=1.[C:33]([BH3-])#[N:34].[Na+]. (4) The reactants are: [H-].[Na+].[O:3]=[C:4]1[CH2:8][CH2:7][CH2:6][CH:5]1[C:9]([O:11][CH2:12][C:13]1[CH:18]=[CH:17][CH:16]=[CH:15][CH:14]=1)=[O:10].[Br:19][CH2:20][CH2:21][CH2:22][CH2:23]Br.[Cl-].[NH4+]. Given the product [Br:19][CH2:20][CH2:21][CH2:22][CH2:23][C:5]1([C:9]([O:11][CH2:12][C:13]2[CH:18]=[CH:17][CH:16]=[CH:15][CH:14]=2)=[O:10])[CH2:6][CH2:7][CH2:8][C:4]1=[O:3], predict the reactants needed to synthesize it.